From a dataset of Full USPTO retrosynthesis dataset with 1.9M reactions from patents (1976-2016). Predict the reactants needed to synthesize the given product. Given the product [CH2:1]([C:8]1[CH:13]=[CH:12][N:11]=[C:10]([C:16]#[N:17])[CH:9]=1)[C:2]1[CH:7]=[CH:6][CH:5]=[CH:4][CH:3]=1, predict the reactants needed to synthesize it. The reactants are: [CH2:1]([C:8]1[CH:13]=[CH:12][N+:11]([O-])=[CH:10][CH:9]=1)[C:2]1[CH:7]=[CH:6][CH:5]=[CH:4][CH:3]=1.C[CH2:16][N:17](CC)CC.C[Si](C#N)(C)C.